From a dataset of Reaction yield outcomes from USPTO patents with 853,638 reactions. Predict the reaction yield, written as a fraction of the theoretical maximum amount of product (1.0 means a 100% yield; for example, 0.34 means a 34% yield). (1) The reactants are C([NH:5][C:6]([N:8]1[C:16]2[C:11](=[CH:12][CH:13]=[CH:14][CH:15]=2)[C:10]([I:17])=[N:9]1)=[O:7])(C)(C)C.FC(F)(F)C(O)=O. The catalyst is ClCCl. The product is [I:17][C:10]1[C:11]2[C:16](=[CH:15][CH:14]=[CH:13][CH:12]=2)[N:8]([C:6]([NH2:5])=[O:7])[N:9]=1. The yield is 0.450. (2) The reactants are C[Si]([C:5]#[C:6][C:7]1[CH:8]=[CH:9][C:10]2[C:19]3[CH:18]=[C:17]4[CH2:20][CH2:21][CH2:22][C:23](=[O:24])[C:16]4=[CH:15][C:14]=3[O:13][CH2:12][C:11]=2[CH:25]=1)(C)C.C(O)(C(F)(F)F)=[O:27]. No catalyst specified. The product is [C:6]([C:7]1[CH:8]=[CH:9][C:10]2[C:19]3[CH:18]=[C:17]4[CH2:20][CH2:21][CH2:22][C:23](=[O:24])[C:16]4=[CH:15][C:14]=3[O:13][CH2:12][C:11]=2[CH:25]=1)(=[O:27])[CH3:5]. The yield is 0.860. (3) The reactants are Cl[C:2]1[CH:7]=[C:6]([O:8][CH:9]([C:14]2[CH:19]=[CH:18][C:17]([F:20])=[C:16]([F:21])[CH:15]=2)[C:10]([F:13])([F:12])[F:11])[N:5]=[CH:4]N=1.B([C:25]1[CH:36]=[CH:35][C:28]([CH2:29][C@@H:30]([C:32]([OH:34])=[O:33])[NH2:31])=[CH:27][CH:26]=1)(O)O.[C:37](#N)C.C(=O)([O-])[O-].[Na+].[Na+]. The catalyst is Cl[Pd](Cl)([P](C1C=CC=CC=1)(C1C=CC=CC=1)C1C=CC=CC=1)[P](C1C=CC=CC=1)(C1C=CC=CC=1)C1C=CC=CC=1.O. The product is [NH2:31][CH:30]([CH2:29][C:28]1[CH:35]=[CH:36][C:25]([C:2]2[CH:7]=[C:6]([O:8][CH:9]([C:14]3[CH:19]=[CH:18][C:17]([F:20])=[C:16]([F:21])[CH:15]=3)[C:10]([F:13])([F:12])[F:11])[N:5]=[CH:4][CH:37]=2)=[CH:26][CH:27]=1)[C:32]([OH:34])=[O:33]. The yield is 0.210. (4) The reactants are C(N(CC)C(C)C)(C)C.Cl.Cl.[CH3:12][Si:13]([CH3:40])([CH3:39])[CH2:14][CH2:15][O:16][CH2:17][N:18]1[C:22]2[N:23]=[CH:24][N:25]=[C:26]([C:27]3[CH:28]=[N:29][N:30]([C:32]4([CH2:36][C:37]#[N:38])[CH2:35][NH:34][CH2:33]4)[CH:31]=3)[C:21]=2[CH:20]=[CH:19]1.Cl[C:42]1[N:43]=[CH:44][C:45]([C:48]([NH:50][C@@H:51]([CH:56]2[CH2:58][CH2:57]2)[C:52]([F:55])([F:54])[F:53])=[O:49])=[N:46][CH:47]=1.C([O-])(O)=O.[Na+]. The catalyst is CN1C(=O)CCC1. The product is [C:37]([CH2:36][C:32]1([N:30]2[CH:31]=[C:27]([C:26]3[C:21]4[CH:20]=[CH:19][N:18]([CH2:17][O:16][CH2:15][CH2:14][Si:13]([CH3:39])([CH3:12])[CH3:40])[C:22]=4[N:23]=[CH:24][N:25]=3)[CH:28]=[N:29]2)[CH2:33][N:34]([C:42]2[N:43]=[CH:44][C:45]([C:48]([NH:50][C@@H:51]([CH:56]3[CH2:58][CH2:57]3)[C:52]([F:55])([F:54])[F:53])=[O:49])=[N:46][CH:47]=2)[CH2:35]1)#[N:38]. The yield is 0.590.